From a dataset of Forward reaction prediction with 1.9M reactions from USPTO patents (1976-2016). Predict the product of the given reaction. (1) Given the reactants P(Br)(Br)([Br:3])=O.[CH2:6]([C:8]1[CH:9]=[C:10]2[C:15](=[CH:16][C:17]=1[O:18][CH3:19])[N:14]=[N:13][CH:12]=[C:11]2O)[CH3:7].C(=O)(O)[O-].[Na+], predict the reaction product. The product is: [Br:3][C:11]1[C:10]2[C:15](=[CH:16][C:17]([O:18][CH3:19])=[C:8]([CH2:6][CH3:7])[CH:9]=2)[N:14]=[N:13][CH:12]=1. (2) Given the reactants [CH3:1][S:2]([C:5]1[CH:10]=[CH:9][C:8](/[C:11](/[C:17]2[NH:25][C:20]3=[N:21][CH:22]=[CH:23][CH:24]=[C:19]3[CH:18]=2)=[CH:12]\[C:13]([CH3:16])([CH3:15])[CH3:14])=[CH:7][CH:6]=1)(=[O:4])=[O:3], predict the reaction product. The product is: [CH3:1][S:2]([C:5]1[CH:10]=[CH:9][C:8]([CH:11]([C:17]2[NH:25][C:20]3=[N:21][CH:22]=[CH:23][CH:24]=[C:19]3[CH:18]=2)[CH2:12][C:13]([CH3:16])([CH3:15])[CH3:14])=[CH:7][CH:6]=1)(=[O:3])=[O:4]. (3) The product is: [S:1]1[C:5]([C:6]2[C:8]3[C:9](=[CH:10][C:11]([F:15])=[C:12]([Br:14])[CH:13]=3)[NH:23][N:22]=2)=[CH:4][C:3]2[CH:17]=[CH:18][CH:19]=[CH:20][C:2]1=2. Given the reactants [S:1]1[C:5]([C:6]([C:8]2[CH:13]=[C:12]([Br:14])[C:11]([F:15])=[CH:10][C:9]=2F)=O)=[CH:4][C:3]2[CH:17]=[CH:18][CH:19]=[CH:20][C:2]1=2.O.[NH2:22][NH2:23], predict the reaction product. (4) Given the reactants Br[C:2]1[CH:7]=[CH:6][C:5]([CH2:8][O:9][CH3:10])=[CH:4][C:3]=1[Cl:11].[CH:12]([B-](F)(F)F)=[CH2:13].[K+].C1(P(C2C=CC=CC=2)C2C=CC=CC=2)C=CC=CC=1.C(=O)([O-])[O-].[Cs+].[Cs+].S([O-])([O-])(=O)=O.[Na+].[Na+], predict the reaction product. The product is: [Cl:11][C:3]1[CH:4]=[C:5]([CH2:8][O:9][CH3:10])[CH:6]=[CH:7][C:2]=1[CH:12]=[CH2:13]. (5) Given the reactants [C:1]1([Mg]Br)[CH:6]=[CH:5][CH:4]=[CH:3][CH:2]=1.BrC1C=CC=CC=1.[C:16]1([B:22]([C:29]2C=C[CH:32]=[CH:31][CH:30]=2)[C:23]2[CH:28]=[CH:27][CH:26]=[CH:25][CH:24]=2)[CH:21]=[CH:20][CH:19]=[CH:18][CH:17]=1.C([Li:39])CCC, predict the reaction product. The product is: [CH2:29]([B-:22]([C:23]1[CH:28]=[CH:27][CH:26]=[CH:25][CH:24]=1)([C:16]1[CH:17]=[CH:18][CH:19]=[CH:20][CH:21]=1)[C:1]1[CH:6]=[CH:5][CH:4]=[CH:3][CH:2]=1)[CH2:30][CH2:31][CH3:32].[Li+:39].